The task is: Predict the product of the given reaction.. This data is from Forward reaction prediction with 1.9M reactions from USPTO patents (1976-2016). (1) Given the reactants [CH3:1][C:2]1[C:3]([OH:14])=[CH:4][C:5]2[CH:10]=[N:9][C:8]([S:11][CH3:12])=[N:7][C:6]=2[N:13]=1.N1C=CC=CC=1.[F:21][C:22]([F:35])([F:34])[S:23](O[S:23]([C:22]([F:35])([F:34])[F:21])(=[O:25])=[O:24])(=[O:25])=[O:24], predict the reaction product. The product is: [F:21][C:22]([F:35])([F:34])[S:23]([O:14][C:3]1[C:2]([CH3:1])=[N:13][C:6]2[N:7]=[C:8]([S:11][CH3:12])[N:9]=[CH:10][C:5]=2[CH:4]=1)(=[O:25])=[O:24]. (2) Given the reactants FC(F)(F)C(O)=O.[Cl:8][C:9]1[CH:10]=[N:11][C:12]2[NH:13][C:14]3[CH:15]=[CH:16][CH:17]=[C:18]([CH:32]=3)[CH2:19][CH2:20][C:21]3[CH:29]=[C:25]([NH:26][C:27]=1[N:28]=2)[CH:24]=[C:23]([CH2:30]O)[CH:22]=3.CS(Cl)(=O)=O.C(N(CC)C(C)C)(C)C.[C:47]([O:51][C:52]([N:54]1[CH2:59][CH2:58][NH:57][CH2:56][CH2:55]1)=[O:53])([CH3:50])([CH3:49])[CH3:48], predict the reaction product. The product is: [Cl:8][C:9]1[CH:10]=[N:11][C:12]2[NH:13][C:14]3[CH:15]=[CH:16][CH:17]=[C:18]([CH:32]=3)[CH2:19][CH2:20][C:21]3[CH:29]=[C:25]([NH:26][C:27]=1[N:28]=2)[CH:24]=[C:23]([CH2:30][N:57]1[CH2:56][CH2:55][N:54]([C:52]([O:51][C:47]([CH3:50])([CH3:49])[CH3:48])=[O:53])[CH2:59][CH2:58]1)[CH:22]=3. (3) Given the reactants [CH2:1]([N:8]1[CH2:13][CH2:12][O:11][CH:10]([CH2:14][NH2:15])[CH2:9]1)[C:2]1[CH:7]=[CH:6][CH:5]=[CH:4][CH:3]=1.C(N(CC)CC)C.[C:23](O[C:23]([O:25][C:26]([CH3:29])([CH3:28])[CH3:27])=[O:24])([O:25][C:26]([CH3:29])([CH3:28])[CH3:27])=[O:24], predict the reaction product. The product is: [C:26]([O:25][C:23](=[O:24])[NH:15][CH2:14][CH:10]1[O:11][CH2:12][CH2:13][N:8]([CH2:1][C:2]2[CH:3]=[CH:4][CH:5]=[CH:6][CH:7]=2)[CH2:9]1)([CH3:29])([CH3:28])[CH3:27]. (4) The product is: [CH2:1]([O:8][C:9]1[CH:14]=[CH:13][C:12]([C:15]#[N:16])=[CH:11][C:10]=1[CH:17]([CH2:24][C:25]1[CH:30]=[CH:29][CH:28]=[CH:27][CH:26]=1)[C:18]([O:20][CH3:21])=[O:19])[C:2]1[CH:3]=[CH:4][CH:5]=[CH:6][CH:7]=1. Given the reactants [CH2:1]([O:8][C:9]1[CH:14]=[CH:13][C:12]([C:15]#[N:16])=[CH:11][C:10]=1[CH2:17][C:18]([O:20][CH3:21])=[O:19])[C:2]1[CH:7]=[CH:6][CH:5]=[CH:4][CH:3]=1.[H-].[Na+].[CH2:24](Br)[C:25]1[CH:30]=[CH:29][CH:28]=[CH:27][CH:26]=1, predict the reaction product. (5) Given the reactants [C:1]([C:3]1[CH:4]=[C:5]([C:9]2[CH:14]=[CH:13][C:12]([O:15][CH2:16][CH3:17])=[C:11]([CH2:18][NH:19][CH:20]3[CH2:25][CH2:24][CH:23]([N:26]([CH3:34])[C:27](=[O:33])[O:28][C:29]([CH3:32])([CH3:31])[CH3:30])[CH2:22][CH2:21]3)[CH:10]=2)[CH:6]=[CH:7][CH:8]=1)#[N:2].[Cl:35][C:36]1[C:37]2[CH:47]=[CH:46][CH:45]=[CH:44][C:38]=2[S:39][C:40]=1[C:41](Cl)=[O:42], predict the reaction product. The product is: [Cl:35][C:36]1[C:37]2[CH:47]=[CH:46][CH:45]=[CH:44][C:38]=2[S:39][C:40]=1[C:41]([N:19]([CH2:18][C:11]1[CH:10]=[C:9]([C:5]2[CH:6]=[CH:7][CH:8]=[C:3]([C:1]#[N:2])[CH:4]=2)[CH:14]=[CH:13][C:12]=1[O:15][CH2:16][CH3:17])[CH:20]1[CH2:25][CH2:24][CH:23]([N:26]([CH3:34])[C:27](=[O:33])[O:28][C:29]([CH3:30])([CH3:32])[CH3:31])[CH2:22][CH2:21]1)=[O:42]. (6) The product is: [Br:7][C:5]1[N:6]=[C:2]([N:15]2[CH2:16][CH:13]([CH2:12][C:11]([O:10][CH3:9])=[O:17])[CH2:14]2)[S:3][CH:4]=1. Given the reactants Br[C:2]1[S:3][CH:4]=[C:5]([Br:7])[N:6]=1.Cl.[CH3:9][O:10][C:11](=[O:17])[CH2:12][CH:13]1[CH2:16][NH:15][CH2:14]1.C(N(CC)C(C)C)(C)C, predict the reaction product. (7) Given the reactants [NH2:1][C:2]1[CH:20]=[CH:19][CH:18]=[CH:17][C:3]=1[C:4]([NH:6][C:7]1[CH:12]=[CH:11][C:10]([CH:13]([CH2:15][CH3:16])[CH3:14])=[CH:9][CH:8]=1)=[O:5].O1CCCCC1[O:27][CH2:28][C:29]1[CH:36]=[CH:35][C:32]([CH:33]=O)=[CH:31][N:30]=1, predict the reaction product. The product is: [CH:13]([C:10]1[CH:11]=[CH:12][C:7]([N:6]2[C:4](=[O:5])[C:3]3[C:2](=[CH:20][CH:19]=[CH:18][CH:17]=3)[N:1]=[C:33]2[C:32]2[CH:31]=[N:30][C:29]([CH2:28][OH:27])=[CH:36][CH:35]=2)=[CH:8][CH:9]=1)([CH2:15][CH3:16])[CH3:14]. (8) Given the reactants Cl[CH2:2][C:3]1[N:4]=[C:5]2[S:12][C:11]([CH3:13])=[C:10]([C:14]([O:16][CH3:17])=[O:15])[N:6]2[C:7](=[O:9])[CH:8]=1.[F:18][C:19]1[C:24]([C:25]([F:28])([F:27])[F:26])=[CH:23][CH:22]=[CH:21][C:20]=1B(O)O.C(=O)([O-])[O-].[K+].[K+], predict the reaction product. The product is: [F:18][C:19]1[C:24]([C:25]([F:26])([F:27])[F:28])=[CH:23][CH:22]=[CH:21][C:20]=1[CH2:2][C:3]1[N:4]=[C:5]2[S:12][C:11]([CH3:13])=[C:10]([C:14]([O:16][CH3:17])=[O:15])[N:6]2[C:7](=[O:9])[CH:8]=1.